From a dataset of Full USPTO retrosynthesis dataset with 1.9M reactions from patents (1976-2016). Predict the reactants needed to synthesize the given product. (1) Given the product [N:1]1[CH:6]=[CH:5][CH:4]=[CH:3][C:2]=1[CH2:7][CH2:8][S:9]([C:10]1[CH:11]=[CH:12][C:13]([NH:16][C:17]([C:19]2[C:20]([C:25]3[CH:26]=[CH:27][C:28]([C:31]([F:34])([F:32])[F:33])=[CH:29][CH:30]=3)=[CH:21][CH:22]=[CH:23][CH:24]=2)=[O:18])=[CH:14][CH:15]=1)(=[O:35])=[O:48], predict the reactants needed to synthesize it. The reactants are: [N:1]1[CH:6]=[CH:5][CH:4]=[CH:3][C:2]=1[CH2:7][CH2:8][S:9][C:10]1[CH:15]=[CH:14][C:13]([NH:16][C:17]([C:19]2[C:20]([C:25]3[CH:30]=[CH:29][C:28]([C:31]([F:34])([F:33])[F:32])=[CH:27][CH:26]=3)=[CH:21][CH:22]=[CH:23][CH:24]=2)=[O:18])=[CH:12][CH:11]=1.[OH:35]OS([O-])=O.[K+].S([O-])([O-])(=O)=S.[Na+].[Na+].[OH2:48]. (2) The reactants are: [NH:1]1[C:9]2[C:4](=[CH:5][C:6]([C:10]3[NH:11][C:12]4[N:13]([N:17]=[CH:18][C:19]=4[C:20]([O:22]CC)=[O:21])[C:14](=[O:16])[CH:15]=3)=[CH:7][CH:8]=2)[CH:3]=[N:2]1.[OH-].[Na+].Cl. Given the product [NH:1]1[C:9]2[C:4](=[CH:5][C:6]([C:10]3[NH:11][C:12]4[N:13]([N:17]=[CH:18][C:19]=4[C:20]([OH:22])=[O:21])[C:14](=[O:16])[CH:15]=3)=[CH:7][CH:8]=2)[CH:3]=[N:2]1, predict the reactants needed to synthesize it. (3) Given the product [NH2:53][C:51](=[O:52])[CH2:50][N:20]1[C:21](=[N:24][S:25]([C:28]2[CH:29]=[CH:30][C:31]([CH3:34])=[CH:32][CH:33]=2)(=[O:27])=[O:26])[CH:22]=[CH:23][C:18]([O:17][C:13]2[CH:12]=[C:11]([NH:10][C:8]([C:3]3[C:2]([CH3:1])=[CH:7][CH:6]=[CH:5][N:4]=3)=[O:9])[CH:16]=[CH:15][CH:14]=2)=[CH:19]1, predict the reactants needed to synthesize it. The reactants are: [CH3:1][C:2]1[C:3]([C:8]([NH:10][C:11]2[CH:16]=[CH:15][CH:14]=[C:13]([O:17][C:18]3[CH:19]=[N:20][C:21]([NH:24][S:25]([C:28]4[CH:33]=[CH:32][C:31]([CH3:34])=[CH:30][CH:29]=4)(=[O:27])=[O:26])=[CH:22][CH:23]=3)[CH:12]=2)=[O:9])=[N:4][CH:5]=[CH:6][CH:7]=1.C(N(CC)C(C)C)(C)C.CN(C)C=O.I[CH2:50][C:51]([NH2:53])=[O:52]. (4) The reactants are: [C:1]1(=[O:11])[NH:5][C:4](=[O:6])[C:3]2=[CH:7][CH:8]=[CH:9][CH:10]=[C:2]12.[K].Br[CH2:14][CH:15]([O:19][CH2:20][CH3:21])[O:16][CH2:17][CH3:18]. Given the product [CH2:17]([O:16][CH:15]([O:19][CH2:20][CH3:21])[CH2:14][N:5]1[C:1](=[O:11])[C:2]2[C:3](=[CH:7][CH:8]=[CH:9][CH:10]=2)[C:4]1=[O:6])[CH3:18], predict the reactants needed to synthesize it.